This data is from TCR-epitope binding with 47,182 pairs between 192 epitopes and 23,139 TCRs. The task is: Binary Classification. Given a T-cell receptor sequence (or CDR3 region) and an epitope sequence, predict whether binding occurs between them. Result: 0 (the TCR does not bind to the epitope). The epitope is ARMILMTHF. The TCR CDR3 sequence is CASSLGSGDGEQFF.